This data is from Merck oncology drug combination screen with 23,052 pairs across 39 cell lines. The task is: Regression. Given two drug SMILES strings and cell line genomic features, predict the synergy score measuring deviation from expected non-interaction effect. (1) Drug 1: C=CCn1c(=O)c2cnc(Nc3ccc(N4CCN(C)CC4)cc3)nc2n1-c1cccc(C(C)(C)O)n1. Drug 2: O=C(NOCC(O)CO)c1ccc(F)c(F)c1Nc1ccc(I)cc1F. Cell line: LNCAP. Synergy scores: synergy=-22.3. (2) Drug 1: COc1cc(C2c3cc4c(cc3C(OC3OC5COC(C)OC5C(O)C3O)C3COC(=O)C23)OCO4)cc(OC)c1O. Drug 2: Cn1c(=O)n(-c2ccc(C(C)(C)C#N)cc2)c2c3cc(-c4cnc5ccccc5c4)ccc3ncc21. Cell line: RPMI7951. Synergy scores: synergy=-13.3. (3) Drug 1: O=C(NOCC(O)CO)c1ccc(F)c(F)c1Nc1ccc(I)cc1F. Drug 2: COC1=C2CC(C)CC(OC)C(O)C(C)C=C(C)C(OC(N)=O)C(OC)C=CC=C(C)C(=O)NC(=CC1=O)C2=O. Cell line: RKO. Synergy scores: synergy=47.2.